Dataset: Forward reaction prediction with 1.9M reactions from USPTO patents (1976-2016). Task: Predict the product of the given reaction. Given the reactants [CH2:1]([O:8][C:9]1[CH:14]=[CH:13][N:12]([C:15]2[NH:16][C:17]([C:21]([OH:23])=O)=[C:18]([CH3:20])[N:19]=2)[C:11](=[O:24])[CH:10]=1)[C:2]1[CH:7]=[CH:6][CH:5]=[CH:4][CH:3]=1.[CH2:25]([NH2:32])[C:26]1[CH:31]=[CH:30][CH:29]=[CH:28][CH:27]=1, predict the reaction product. The product is: [CH2:25]([NH:32][C:21]([C:17]1[NH:16][C:15]([N:12]2[CH:13]=[CH:14][C:9]([O:8][CH2:1][C:2]3[CH:7]=[CH:6][CH:5]=[CH:4][CH:3]=3)=[CH:10][C:11]2=[O:24])=[N:19][C:18]=1[CH3:20])=[O:23])[C:26]1[CH:31]=[CH:30][CH:29]=[CH:28][CH:27]=1.